Dataset: Reaction yield outcomes from USPTO patents with 853,638 reactions. Task: Predict the reaction yield, written as a fraction of the theoretical maximum amount of product (1.0 means a 100% yield; for example, 0.34 means a 34% yield). (1) The reactants are [Cl:1][C:2]1[NH:6][C:5]([CH3:7])=[N:4][C:3]=1[C:8]1[CH:9]=[C:10]([CH:14]=[CH:15][C:16]=1[CH3:17])[C:11]([OH:13])=O.Cl.[NH:19]1[CH2:22][CH:21]([C:23]2[CH:30]=[CH:29][C:26]([C:27]#[N:28])=[CH:25][CH:24]=2)[CH2:20]1.CCN=C=NCCCN(C)C.C1C=CC2N(O)N=NC=2C=1.CCN(C(C)C)C(C)C. The catalyst is CN(C=O)C.O. The product is [Cl:1][C:2]1[N:6]=[C:5]([CH3:7])[NH:4][C:3]=1[C:8]1[CH:9]=[C:10]([CH:14]=[CH:15][C:16]=1[CH3:17])[C:11]([N:19]1[CH2:22][CH:21]([C:23]2[CH:30]=[CH:29][C:26]([C:27]#[N:28])=[CH:25][CH:24]=2)[CH2:20]1)=[O:13]. The yield is 0.190. (2) The reactants are [Cl:1][C:2]1[CH:3]=[CH:4][C:5]([N+:24]([O-])=O)=[C:6]([CH:23]=1)[C:7]([NH:9][C:10]1[CH:14]=[CH:13][N:12]([C:15]2[CH:20]=[CH:19][C:18]([CH3:21])=[C:17]([CH3:22])[CH:16]=2)[N:11]=1)=[O:8]. The catalyst is C(O)(=O)C.[Zn]. The product is [NH2:24][C:5]1[CH:4]=[CH:3][C:2]([Cl:1])=[CH:23][C:6]=1[C:7]([NH:9][C:10]1[CH:14]=[CH:13][N:12]([C:15]2[CH:20]=[CH:19][C:18]([CH3:21])=[C:17]([CH3:22])[CH:16]=2)[N:11]=1)=[O:8]. The yield is 0.730. (3) The reactants are [CH3:1][C@H:2]([NH:7][C:8]([C:10]1[C:18]2[C:13](=[N:14][CH:15]=[C:16]([C:19]3[C:27]4[C:22](=[CH:23][C:24]([F:28])=[CH:25][CH:26]=4)[N:21]([CH3:29])[N:20]=3)[N:17]=2)[N:12](COCC[Si](C)(C)C)[CH:11]=1)=[O:9])[C:3]([CH3:6])([CH3:5])[CH3:4].FC(F)(F)C(O)=O.C(N)CN. The catalyst is ClCCl. The product is [CH3:1][C@H:2]([NH:7][C:8]([C:10]1[C:18]2[C:13](=[N:14][CH:15]=[C:16]([C:19]3[C:27]4[C:22](=[CH:23][C:24]([F:28])=[CH:25][CH:26]=4)[N:21]([CH3:29])[N:20]=3)[N:17]=2)[NH:12][CH:11]=1)=[O:9])[C:3]([CH3:6])([CH3:5])[CH3:4]. The yield is 0.640. (4) The reactants are Cl[C:2]1[C:7]([Cl:8])=[CH:6][C:5]([C:9]([F:12])([F:11])[F:10])=[CH:4][N:3]=1.O.Cl.[NH:15]1[CH2:20][CH2:19][C:18](=[O:21])[CH2:17][CH2:16]1.[NH4+].[Cl-]. The catalyst is CN(C=O)C. The product is [Cl:8][C:7]1[C:2]([N:15]2[CH2:20][CH2:19][C:18](=[O:21])[CH2:17][CH2:16]2)=[N:3][CH:4]=[C:5]([C:9]([F:12])([F:11])[F:10])[CH:6]=1. The yield is 0.890. (5) The reactants are [O:1]1[CH2:6][CH2:5][CH:4]([NH:7][C:8]2[NH:12][N:11]=[CH:10][CH:9]=2)[CH2:3][CH2:2]1.[C:13]([C:15]1[CH:20]=[CH:19][CH:18]=[CH:17][C:16]=1[C:21]1[CH:26]=[CH:25][C:24]([CH2:27][CH:28]([C:34](=O)[CH2:35][CH2:36][CH3:37])[C:29](OCC)=[O:30])=[CH:23][CH:22]=1)#[N:14].N12CCCN=C1CCCCC2.C(N(CC)C1C=CC=CC=1)C. The catalyst is Cl. The product is [O:30]=[C:29]1[C:28]([CH2:27][C:24]2[CH:25]=[CH:26][C:21]([C:16]3[C:15]([C:13]#[N:14])=[CH:20][CH:19]=[CH:18][CH:17]=3)=[CH:22][CH:23]=2)=[C:34]([CH2:35][CH2:36][CH3:37])[N:12]2[N:11]=[CH:10][CH:9]=[C:8]2[N:7]1[CH:4]1[CH2:3][CH2:2][O:1][CH2:6][CH2:5]1. The yield is 0.880. (6) The reactants are [Si]([O:8][CH2:9][CH2:10][CH:11]1[CH2:16][CH2:15][N:14]([C:17]2[CH:18]=[CH:19][C:20]([NH:23][C:24]3[N:25]=[CH:26][C:27]4[C:32]5[CH:33]=[CH:34][N:35]=[C:36]([F:37])[C:31]=5[N:30]([CH:38]5[CH2:42][CH2:41][CH2:40][CH2:39]5)[C:28]=4[N:29]=3)=[N:21][CH:22]=2)[CH2:13][CH2:12]1)(C(C)(C)C)(C)C.[F-].C([N+](CCCC)(CCCC)CCCC)CCC. The catalyst is C1COCC1. The product is [CH:38]1([N:30]2[C:28]3[N:29]=[C:24]([NH:23][C:20]4[N:21]=[CH:22][C:17]([N:14]5[CH2:13][CH2:12][CH:11]([CH2:10][CH2:9][OH:8])[CH2:16][CH2:15]5)=[CH:18][CH:19]=4)[N:25]=[CH:26][C:27]=3[C:32]3[CH:33]=[CH:34][N:35]=[C:36]([F:37])[C:31]2=3)[CH2:42][CH2:41][CH2:40][CH2:39]1. The yield is 0.700.